This data is from Forward reaction prediction with 1.9M reactions from USPTO patents (1976-2016). The task is: Predict the product of the given reaction. Given the reactants [F:1][C:2]1[CH:7]=[CH:6][C:5]([C:8]2[CH:13]=[CH:12][C:11]([CH:14]=O)=[CH:10][CH:9]=2)=[CH:4][CH:3]=1.[C@@H:16]1([NH2:26])[C:25]2[C:20](=[CH:21][CH:22]=[CH:23][CH:24]=2)[CH2:19][CH2:18][CH2:17]1, predict the reaction product. The product is: [F:1][C:2]1[CH:7]=[CH:6][C:5]([C:8]2[CH:13]=[CH:12][C:11]([CH2:14][NH:26][C@@H:16]3[C:25]4[C:20](=[CH:21][CH:22]=[CH:23][CH:24]=4)[CH2:19][CH2:18][CH2:17]3)=[CH:10][CH:9]=2)=[CH:4][CH:3]=1.